This data is from Reaction yield outcomes from USPTO patents with 853,638 reactions. The task is: Predict the reaction yield, written as a fraction of the theoretical maximum amount of product (1.0 means a 100% yield; for example, 0.34 means a 34% yield). (1) The reactants are [CH3:1][O:2][C:3](=[O:36])[CH2:4][N:5]1[CH2:10][CH2:9][N:8]([CH:11]([C:29]2[CH:34]=[CH:33][C:32](Br)=[CH:31][CH:30]=2)[CH2:12][O:13][CH2:14][C:15]2[CH:20]=[C:19]([C:21]([F:24])([F:23])[F:22])[CH:18]=[C:17]([C:25]([F:28])([F:27])[F:26])[CH:16]=2)[CH2:7][CH2:6]1.CCN(CC)CC.[CH3:44][OH:45].CN([CH:49]=[O:50])C. No catalyst specified. The product is [CH3:44][O:45][C:49](=[O:50])[C:32]1[CH:33]=[CH:34][C:29]([CH:11]([N:8]2[CH2:9][CH2:10][N:5]([CH2:4][C:3]([O:2][CH3:1])=[O:36])[CH2:6][CH2:7]2)[CH2:12][O:13][CH2:14][C:15]2[CH:20]=[C:19]([C:21]([F:24])([F:23])[F:22])[CH:18]=[C:17]([C:25]([F:28])([F:27])[F:26])[CH:16]=2)=[CH:30][CH:31]=1. The yield is 0.300. (2) The reactants are [Cl:1][C:2]1[S:6][C:5]([C:7]([OH:9])=O)=[CH:4][CH:3]=1.Cl.C(N=C=NCCCN(C)C)C.C(N(CC)C(C)C)(C)C.Cl.[F:32][C:33]1[CH:46]=[CH:45][C:36]([C:37]([CH:39]2[CH2:44][CH2:43][NH:42][CH2:41][CH2:40]2)=[O:38])=[CH:35][CH:34]=1. The catalyst is C(Cl)Cl. The product is [Cl:1][C:2]1[S:6][C:5]([C:7]([N:42]2[CH2:43][CH2:44][CH:39]([C:37](=[O:38])[C:36]3[CH:35]=[CH:34][C:33]([F:32])=[CH:46][CH:45]=3)[CH2:40][CH2:41]2)=[O:9])=[CH:4][CH:3]=1. The yield is 0.430. (3) The reactants are [CH2:1]([O:8][C:9]1[CH:10]=[C:11]([CH:14]=[C:15]([O:25][CH2:26][C:27]2[CH:32]=[CH:31][CH:30]=[CH:29][CH:28]=2)[C:16]=1[O:17][CH2:18][C:19]1[CH:24]=[CH:23][CH:22]=[CH:21][CH:20]=1)[CH2:12][OH:13])[C:2]1[CH:7]=[CH:6][CH:5]=[CH:4][CH:3]=1.[Cr](Cl)([O-])(=O)=O.[NH+]1C=CC=CC=1. The catalyst is C(Cl)Cl. The product is [CH2:1]([O:8][C:9]1[CH:10]=[C:11]([CH:14]=[C:15]([O:25][CH2:26][C:27]2[CH:32]=[CH:31][CH:30]=[CH:29][CH:28]=2)[C:16]=1[O:17][CH2:18][C:19]1[CH:20]=[CH:21][CH:22]=[CH:23][CH:24]=1)[CH:12]=[O:13])[C:2]1[CH:3]=[CH:4][CH:5]=[CH:6][CH:7]=1. The yield is 0.915. (4) The reactants are C(O)(=O)C(C)(C)C.C(=O)([O-])[O-].[K+].[K+].Br[C:15]1[CH:33]=[CH:32][C:31]([Cl:34])=[CH:30][C:16]=1[CH2:17][O:18][C:19]1[CH:28]=[C:27]2[C:22]([CH2:23][CH2:24][CH2:25][C:26]2=[O:29])=[CH:21][CH:20]=1. The catalyst is CC(N(C)C)=O.C([O-])(=O)C(C)(C)C.[Pd+2].C([O-])(=O)C(C)(C)C.FC1C=CC(P(C2C=CC(F)=CC=2)C2C=CC(F)=CC=2)=CC=1. The product is [Cl:34][C:31]1[CH:32]=[CH:33][C:15]2[C:20]3[CH:21]=[C:22]4[CH2:23][CH2:24][CH2:25][C:26](=[O:29])[C:27]4=[CH:28][C:19]=3[O:18][CH2:17][C:16]=2[CH:30]=1. The yield is 0.670. (5) The reactants are N1C2C=CC=CC=2C=CCC=1NC(=O)[O-].C([O-])([O-])=O.[Na+].[Na+].Br[C:23]1[CH:24]=[CH:25][C:26]2=[C:27]([CH:50]=1)[N:28]=[C:29]([NH:42][C:43](=[O:49])[O:44][C:45]([CH3:48])([CH3:47])[CH3:46])[CH2:30][C:31]([C:33](=[O:41])[N:34]([CH2:38][CH2:39][CH3:40])[CH2:35][CH2:36][CH3:37])=[CH:32]2.O.[K].[K].C1(P(C2C=CC(S(O)(=O)=O)=CC=2)C2C=CC(S(O)(=O)=O)=CC=2)C=CC=CC=1.N#N.[CH3:83][N:84]([CH3:96])[C:85]([C:87]1[CH:92]=[CH:91][C:90](B(O)O)=[CH:89][CH:88]=1)=[O:86]. The catalyst is CCO.O.CCOC(C)=O.CC([O-])=O.CC([O-])=O.[Pd+2]. The product is [CH3:83][N:84]([CH3:96])[C:85]([C:87]1[CH:92]=[CH:91][C:90]([C:23]2[CH:24]=[CH:25][C:26]3=[C:27]([CH:50]=2)[N:28]=[C:29]([NH:42][C:43](=[O:49])[O:44][C:45]([CH3:47])([CH3:46])[CH3:48])[CH2:30][C:31]([C:33](=[O:41])[N:34]([CH2:35][CH2:36][CH3:37])[CH2:38][CH2:39][CH3:40])=[CH:32]3)=[CH:89][CH:88]=1)=[O:86]. The yield is 0.830. (6) The reactants are [CH3:1][O:2][C:3]1[C:12]([O:13][CH3:14])=[C:11]2[C:6]([N:7]=[CH:8][C:9](=O)[NH:10]2)=[CH:5][CH:4]=1.P(Cl)(Cl)([Cl:18])=O.CCCCCC. The catalyst is C(OCC)(=O)C. The product is [Cl:18][C:9]1[CH:8]=[N:7][C:6]2[C:11](=[C:12]([O:13][CH3:14])[C:3]([O:2][CH3:1])=[CH:4][CH:5]=2)[N:10]=1. The yield is 0.770. (7) The reactants are [OH:1][CH:2]([CH3:15])[CH2:3][C:4]([CH:6]1[C:11]([CH3:13])([CH3:12])[CH2:10][CH2:9][CH:8]=[C:7]1[CH3:14])=[O:5].CCN(CC)CC.CN(C1C=CC=CN=1)C.[C:32](Cl)(=[O:39])[C:33]1[CH:38]=[CH:37][CH:36]=[CH:35][CH:34]=1.Cl. The yield is 0.730. The catalyst is C(Cl)Cl. The product is [C:32]([O:1][CH:2]([CH3:15])[CH2:3][C:4](=[O:5])[CH:6]1[C:11]([CH3:13])([CH3:12])[CH2:10][CH2:9][CH:8]=[C:7]1[CH3:14])(=[O:39])[C:33]1[CH:38]=[CH:37][CH:36]=[CH:35][CH:34]=1.